From a dataset of Forward reaction prediction with 1.9M reactions from USPTO patents (1976-2016). Predict the product of the given reaction. (1) The product is: [Cl:49][C:48]1[CH:47]=[CH:46][CH:45]=[C:44]([Cl:50])[C:43]=1[C:42]([NH:41][C@H:40]([C:52]([OH:54])=[O:53])[CH2:39][C:36]1[N:37]=[CH:38][C:33]([C:30]2[CH2:29][CH2:28][N:27]([C:60]([C:57]3([OH:56])[CH2:59][CH2:58]3)=[O:61])[CH2:32][CH:31]=2)=[CH:34][CH:35]=1)=[O:51]. Given the reactants CN(C(ON1N=NC2C=CC=NC1=2)=[N+](C)C)C.F[P-](F)(F)(F)(F)F.Cl.Cl.[NH:27]1[CH2:32][CH:31]=[C:30]([C:33]2[CH:34]=[CH:35][C:36]([CH2:39][C@@H:40]([C:52]([O:54]C)=[O:53])[NH:41][C:42](=[O:51])[C:43]3[C:48]([Cl:49])=[CH:47][CH:46]=[CH:45][C:44]=3[Cl:50])=[N:37][CH:38]=2)[CH2:29][CH2:28]1.[OH:56][C:57]1([C:60](O)=[O:61])[CH2:59][CH2:58]1.C(N(CC)CC)C, predict the reaction product. (2) Given the reactants [OH:1][C:2]1[N:10]=[CH:9][CH:8]=[CH:7][C:3]=1[C:4]([OH:6])=[O:5].O.[OH-].[K+].[Br:14][C:15]1[CH:16]=[C:17]([CH:20]=[C:21]([Br:23])[CH:22]=1)[CH2:18]Br, predict the reaction product. The product is: [Br:14][C:15]1[CH:16]=[C:17]([CH:20]=[C:21]([Br:23])[CH:22]=1)[CH2:18][N:10]1[CH:9]=[CH:8][CH:7]=[C:3]([C:4]([OH:6])=[O:5])[C:2]1=[O:1]. (3) The product is: [F:20][C:21]([F:26])([F:25])[C:22]([Cl:44])=[N:40][C:39]1[CH:41]=[CH:42][C:36]([O:35][CH3:34])=[CH:37][CH:38]=1. Given the reactants C1(P(C2C=CC=CC=2)C2C=CC=CC=2)C=CC=CC=1.[F:20][C:21]([F:26])([F:25])[C:22](O)=O.C(N(CC)CC)C.[CH3:34][O:35][C:36]1[CH:42]=[CH:41][C:39]([NH2:40])=[CH:38][CH:37]=1.C(Cl)(Cl)(Cl)[Cl:44], predict the reaction product. (4) Given the reactants [NH2:1][C:2]1[CH:3]=[C:4]([CH:17]=[CH:18][C:19]=1C)[C:5]([NH:7][C:8]1[CH:13]=[CH:12][CH:11]=[C:10]([CH:14]([CH3:16])[CH3:15])[CH:9]=1)=[O:6].Cl[C:22]1[C:27]([C:28]2[CH:33]=[CH:32][N:31]=[CH:30][N:29]=2)=[CH:26][CH:25]=[CH:24][N:23]=1.N(CC)(CC)CC.FC(C(O)=O)(F)F, predict the reaction product. The product is: [CH3:16][CH:14]([C:10]1[CH:9]=[C:8]([NH:7][C:5](=[O:6])[C:4]2[CH:17]=[CH:18][CH:19]=[C:2]([NH:1][C:22]3[C:27]([C:28]4[CH:33]=[CH:32][N:31]=[CH:30][N:29]=4)=[CH:26][CH:25]=[CH:24][N:23]=3)[CH:3]=2)[CH:13]=[CH:12][CH:11]=1)[CH3:15]. (5) Given the reactants [ClH:1].[CH3:2][C@@H:3]1[CH2:12][C:11]2[C:6](=[CH:7][CH:8]=[C:9]([CH2:13][CH2:14][N:15]3[CH2:20][CH2:19][NH:18][CH2:17][CH2:16]3)[CH:10]=2)[C:5](=[O:21])[O:4]1.BrC1C=C2C(=CC=1)C(=O)O[C@@H](C)C2, predict the reaction product. The product is: [ClH:1].[CH3:2][C@H:3]1[CH2:12][C:11]2[C:6](=[CH:7][CH:8]=[C:9]([CH2:13][CH2:14][N:15]3[CH2:16][CH2:17][NH:18][CH2:19][CH2:20]3)[CH:10]=2)[C:5](=[O:21])[O:4]1. (6) The product is: [F:18][C:19]1[CH:27]=[CH:26][CH:25]=[C:24]([F:28])[C:20]=1[C:21]([NH:11][C:2]1[CH:3]=[CH:4][C:5]2[C:10](=[N:9][CH:8]=[CH:7][CH:6]=2)[N:1]=1)=[O:22]. Given the reactants [N:1]1[C:10]2[C:5](=[CH:6][CH:7]=[CH:8][N:9]=2)[CH:4]=[CH:3][C:2]=1[NH2:11].N1C=CC=CC=1.[F:18][C:19]1[CH:27]=[CH:26][CH:25]=[C:24]([F:28])[C:20]=1[C:21](Cl)=[O:22], predict the reaction product. (7) Given the reactants [CH:1](O)=[O:2].C(OC(=O)C)(=O)C.[CH2:11]([O:18][NH:19][CH2:20][C:21]1([C:29]([OH:31])=[O:30])[CH2:26][CH2:25][C:24]([CH3:28])([CH3:27])[CH2:23][CH2:22]1)[C:12]1[CH:17]=[CH:16][CH:15]=[CH:14][CH:13]=1, predict the reaction product. The product is: [CH2:11]([O:18][N:19]([CH2:20][C:21]1([C:29]([OH:31])=[O:30])[CH2:26][CH2:25][C:24]([CH3:28])([CH3:27])[CH2:23][CH2:22]1)[CH:1]=[O:2])[C:12]1[CH:17]=[CH:16][CH:15]=[CH:14][CH:13]=1. (8) Given the reactants Cl[C:2]1[C:7]([C:8]([OH:10])=[O:9])=[CH:6][CH:5]=[C:4]([Cl:11])[N:3]=1.[CH3:12][NH:13][CH2:14][CH2:15][OH:16], predict the reaction product. The product is: [Cl:11][C:4]1[N:3]=[C:2]([N:13]([CH2:14][CH2:15][OH:16])[CH3:12])[C:7]([C:8]([OH:10])=[O:9])=[CH:6][CH:5]=1.